This data is from Catalyst prediction with 721,799 reactions and 888 catalyst types from USPTO. The task is: Predict which catalyst facilitates the given reaction. (1) Reactant: [CH2:1]([N:3]1[C:7]2=[N:8][C:9]([CH2:32][CH3:33])=[C:10]([CH2:19][NH:20][C:21]([C:23]3[CH:24]=[C:25]([CH:29]=[CH:30][CH:31]=3)[C:26](O)=[O:27])=[O:22])[C:11]([NH:12][CH:13]3[CH2:18][CH2:17][O:16][CH2:15][CH2:14]3)=[C:6]2[CH:5]=[N:4]1)[CH3:2].[NH2:34][CH2:35][C:36]1[CH:37]=[C:38]([C:42]2[CH:47]=[CH:46][CH:45]=[C:44]([CH2:48][N:49]3[CH2:54][CH2:53][N:52]([C:55]([O:57][C:58]([CH3:61])([CH3:60])[CH3:59])=[O:56])[C@@H:51]([CH3:62])[CH2:50]3)[CH:43]=2)[CH:39]=[CH:40][CH:41]=1.CN(C(ON1N=NC2C=CC=CC1=2)=[N+](C)C)C.F[P-](F)(F)(F)(F)F.C(N(C(C)C)CC)(C)C. Product: [CH2:1]([N:3]1[C:7]2=[N:8][C:9]([CH2:32][CH3:33])=[C:10]([CH2:19][NH:20][C:21]([C:23]3[CH:24]=[C:25]([C:26]([NH:34][CH2:35][C:36]4[CH:37]=[C:38]([C:42]5[CH:47]=[CH:46][CH:45]=[C:44]([CH2:48][N:49]6[CH2:54][CH2:53][N:52]([C:55]([O:57][C:58]([CH3:61])([CH3:60])[CH3:59])=[O:56])[C@@H:51]([CH3:62])[CH2:50]6)[CH:43]=5)[CH:39]=[CH:40][CH:41]=4)=[O:27])[CH:29]=[CH:30][CH:31]=3)=[O:22])[C:11]([NH:12][CH:13]3[CH2:18][CH2:17][O:16][CH2:15][CH2:14]3)=[C:6]2[CH:5]=[N:4]1)[CH3:2]. The catalyst class is: 168. (2) Product: [CH:8]12[CH2:11][CH2:12][CH:1]([CH:10]=[CH:9]1)[C:2]1[C:7]2=[CH:6][CH:5]=[CH:4][CH:3]=1. Reactant: [CH:1]12[CH2:12][CH2:11][CH:8]([CH:9]=[CH:10]1)[CH:7]1[CH:2]2[CH:3](O)[CH:4]=[CH:5][CH:6]1O.O=P(Cl)(Cl)Cl. The catalyst class is: 17. (3) Reactant: [CH3:1][O:2][CH2:3][CH2:4][NH2:5].C(=O)([O-])[O-].[K+].[K+].[Br:12][C:13]1[CH:33]=[CH:32][C:16]2[C:17]([CH2:30]Br)=[C:18]([C:20]([C:22]3[CH:27]=[CH:26][C:25]([Cl:28])=[CH:24][C:23]=3[Cl:29])=[O:21])[O:19][C:15]=2[CH:14]=1. Product: [Br:12][C:13]1[CH:33]=[CH:32][C:16]2[C:17]([CH2:30][NH:5][CH2:4][CH2:3][O:2][CH3:1])=[C:18]([C:20]([C:22]3[CH:27]=[CH:26][C:25]([Cl:28])=[CH:24][C:23]=3[Cl:29])=[O:21])[O:19][C:15]=2[CH:14]=1. The catalyst class is: 1. (4) Reactant: [CH2:1]([N:3]([CH2:38][CH3:39])[C:4]([NH:6][C:7]1[C:8]([C:18]2[NH:22][C:21]3[CH:23]=[C:24]([O:28][CH2:29][CH2:30][CH2:31][N:32]4[CH2:37][CH2:36][CH2:35][CH2:34][CH2:33]4)[C:25]([F:27])=[CH:26][C:20]=3[N:19]=2)=[N:9][N:10](C2CCCCO2)[CH:11]=1)=[O:5])[CH3:2].[ClH:40]. Product: [ClH:40].[CH2:38]([N:3]([CH2:1][CH3:2])[C:4]([NH:6][C:7]1[C:8]([C:18]2[NH:22][C:21]3[CH:23]=[C:24]([O:28][CH2:29][CH2:30][CH2:31][N:32]4[CH2:37][CH2:36][CH2:35][CH2:34][CH2:33]4)[C:25]([F:27])=[CH:26][C:20]=3[N:19]=2)=[N:9][NH:10][CH:11]=1)=[O:5])[CH3:39]. The catalyst class is: 12. (5) Reactant: [CH2:1](I)[CH3:2].C([O-])([O-])=O.[Cs+].[Cs+].[Br:10][C:11]1[C:12]([C:24]([OH:26])=[O:25])=[C:13]([C:16](=[O:23])[C:17]2[CH:22]=[CH:21][N:20]=[CH:19][CH:18]=2)[S:14][CH:15]=1. Product: [Br:10][C:11]1[C:12]([C:24]([O:26][CH2:1][CH3:2])=[O:25])=[C:13]([C:16](=[O:23])[C:17]2[CH:18]=[CH:19][N:20]=[CH:21][CH:22]=2)[S:14][CH:15]=1. The catalyst class is: 23. (6) Reactant: [C:1]([O:5][C:6](=[O:38])[N:7]([C@@H:19]([CH2:22][C:23]1[CH:28]=[CH:27][C:26]([O:29][C:30]2[C:35]([C:36]#[N:37])=[CH:34][CH:33]=[CH:32][N:31]=2)=[CH:25][CH:24]=1)[CH2:20][OH:21])[CH2:8][C@H:9]([OH:18])[CH2:10][O:11][C:12]1[CH:17]=[CH:16][CH:15]=[CH:14][CH:13]=1)([CH3:4])([CH3:3])[CH3:2].[OH:39]O.[OH-].[Na+]. Product: [C:1]([O:5][C:6](=[O:38])[N:7]([C@@H:19]([CH2:22][C:23]1[CH:28]=[CH:27][C:26]([O:29][C:30]2[C:35]([C:36](=[O:39])[NH2:37])=[CH:34][CH:33]=[CH:32][N:31]=2)=[CH:25][CH:24]=1)[CH2:20][OH:21])[CH2:8][C@H:9]([OH:18])[CH2:10][O:11][C:12]1[CH:13]=[CH:14][CH:15]=[CH:16][CH:17]=1)([CH3:4])([CH3:2])[CH3:3]. The catalyst class is: 16.